Dataset: In vitro SARS-CoV-2 activity screen of 1,480 approved drugs from Prestwick library. Task: Binary Classification. Given a drug SMILES string, predict its activity (active/inactive) in a high-throughput screening assay against a specified biological target. (1) The molecule is Cc1c(Cl)cccc1Nc1ccccc1C(=O)O. The result is 0 (inactive). (2) The drug is Cc1ncc([N+](=O)[O-])n1C. The result is 0 (inactive). (3) The compound is Cl.O=C(OCC(O)CO)c1ccccc1Nc1ccnc2cc(Cl)ccc12. The result is 0 (inactive). (4) The molecule is COC(=O)C1=C(C)NC(C)=C(C(=O)O[C@H]2CCN(Cc3ccccc3)C2)[C@H]1c1cccc([N+](=O)[O-])c1.Cl. The result is 0 (inactive). (5) The drug is CN(C)c1nc(N(C)C)nc(N(C)C)n1. The result is 0 (inactive).